Dataset: Forward reaction prediction with 1.9M reactions from USPTO patents (1976-2016). Task: Predict the product of the given reaction. (1) The product is: [CH2:1]([NH:4][S:5]([C:8]1[C:13]([Cl:14])=[CH:12][CH:11]=[C:10]([NH2:15])[C:9]=1[OH:18])(=[O:7])=[O:6])[CH2:2][CH3:3]. Given the reactants [CH2:1]([NH:4][S:5]([C:8]1[C:13]([Cl:14])=[CH:12][CH:11]=[C:10]([N+:15]([O-])=O)[C:9]=1[OH:18])(=[O:7])=[O:6])[CH2:2][CH3:3].[H][H], predict the reaction product. (2) Given the reactants [NH2:1][C:2]1([CH2:8][OH:9])[CH2:7][CH2:6][CH2:5][CH2:4][CH2:3]1.[F:10][C:11]1[CH:12]=[N:13][C:14]([O:20][C:21]2[CH:26]=[CH:25][CH:24]=[C:23]([S:27][CH3:28])[CH:22]=2)=[C:15]([CH:19]=1)[C:16](O)=[O:17].Cl.CN(C)CCCN=C=NCC.ON1C2C=CC=CC=2N=N1, predict the reaction product. The product is: [F:10][C:11]1[CH:12]=[N:13][C:14]([O:20][C:21]2[CH:26]=[CH:25][CH:24]=[C:23]([S:27][CH3:28])[CH:22]=2)=[C:15]([CH:19]=1)[C:16]([NH:1][C:2]1([CH2:8][OH:9])[CH2:7][CH2:6][CH2:5][CH2:4][CH2:3]1)=[O:17]. (3) Given the reactants C(OC(=O)[NH:6][C:7]1[CH:12]=[CH:11][CH:10]=[C:9]([C:13]2[N:14]=[C:15]([CH:25]([CH3:27])[CH3:26])[S:16][C:17]=2[C:18]2[CH:23]=[CH:22][N:21]=[C:20]([Cl:24])[N:19]=2)[C:8]=1[F:28])C=C.CC(O)=O.C([SnH](CCCC)CCCC)CCC, predict the reaction product. The product is: [Cl:24][C:20]1[N:19]=[C:18]([C:17]2[S:16][C:15]([CH:25]([CH3:27])[CH3:26])=[N:14][C:13]=2[C:9]2[C:8]([F:28])=[C:7]([CH:12]=[CH:11][CH:10]=2)[NH2:6])[CH:23]=[CH:22][N:21]=1. (4) Given the reactants [NH2:1][C:2]1[CH:7]=[CH:6][C:5]([N:8]2[CH2:13][CH2:12][N:11]([C:14]([O:16][C:17]([CH3:20])([CH3:19])[CH3:18])=[O:15])[CH2:10][CH2:9]2)=[CH:4][CH:3]=1.I[C:22]1[CH:27]=[C:26]([O:28][CH3:29])[N:25]=[CH:24][C:23]=1[NH:30][C:31](=[O:33])[CH3:32], predict the reaction product. The product is: [C:31]([NH:30][C:23]1[C:22]([NH:1][C:2]2[CH:7]=[CH:6][C:5]([N:8]3[CH2:13][CH2:12][N:11]([C:14]([O:16][C:17]([CH3:20])([CH3:19])[CH3:18])=[O:15])[CH2:10][CH2:9]3)=[CH:4][CH:3]=2)=[CH:27][C:26]([O:28][CH3:29])=[N:25][CH:24]=1)(=[O:33])[CH3:32]. (5) Given the reactants [CH2:1]([O:8][C:9]1[CH:10]=[C:11]([CH:20]([OH:27])[C:21]2[CH:26]=[CH:25][CH:24]=[CH:23][CH:22]=2)[CH:12]=[C:13]2[C:18]=1[N:17]=[CH:16][NH:15][C:14]2=[O:19])[C:2]1[CH:7]=[CH:6][CH:5]=[CH:4][CH:3]=1, predict the reaction product. The product is: [C:20]([C:11]1[CH:12]=[C:13]2[C:18](=[C:9]([O:8][CH2:1][C:2]3[CH:3]=[CH:4][CH:5]=[CH:6][CH:7]=3)[CH:10]=1)[N:17]=[CH:16][NH:15][C:14]2=[O:19])(=[O:27])[C:21]1[CH:26]=[CH:25][CH:24]=[CH:23][CH:22]=1. (6) Given the reactants Br[C:2]1[CH:7]=[C:6]([CH3:8])[C:5]([CH:9]([S:19][C:20]2[CH:21]=[N:22][C:23]([C:26]([F:29])([F:28])[F:27])=[CH:24][CH:25]=2)[C:10]2[C:15]([F:16])=[CH:14][CH:13]=[C:12]([F:17])[C:11]=2[F:18])=[CH:4][N:3]=1.C([Li])CCC.CN(C)[CH:37]=[O:38].[Cl-].[NH4+], predict the reaction product. The product is: [CH3:8][C:6]1[C:5]([CH:9]([S:19][C:20]2[CH:21]=[N:22][C:23]([C:26]([F:27])([F:29])[F:28])=[CH:24][CH:25]=2)[C:10]2[C:15]([F:16])=[CH:14][CH:13]=[C:12]([F:17])[C:11]=2[F:18])=[CH:4][N:3]=[C:2]([CH:37]=[O:38])[CH:7]=1. (7) Given the reactants [NH2:1][C:2]1[O:6][CH:5]([C:7]2[CH:12]=[CH:11][C:10](F)=[CH:9][CH:8]=2)[C:4](=[O:14])[C:3]=1[OH:15].C(N(CC)CC)C.[Cl:23][Si](C)(C)C.[C:28](Cl)(=[O:35])[C:29]1[CH:34]=[CH:33][CH:32]=[CH:31][CH:30]=1.[F-].C([N+](CCCC)(CCCC)CCCC)CCC.S([O-])([O-])(=O)=O.[NH4+].[NH4+], predict the reaction product. The product is: [OH:15][C:3]1[C:4]([OH:14])=[C:5]([C:7]2[CH:12]=[CH:11][C:10]([Cl:23])=[CH:9][CH:8]=2)[O:6][C:2]=1[NH:1][C:28](=[O:35])[C:29]1[CH:34]=[CH:33][CH:32]=[CH:31][CH:30]=1.